Dataset: Peptide-MHC class I binding affinity with 185,985 pairs from IEDB/IMGT. Task: Regression. Given a peptide amino acid sequence and an MHC pseudo amino acid sequence, predict their binding affinity value. This is MHC class I binding data. (1) The peptide sequence is DMAGYAGTL. The MHC is HLA-A30:02 with pseudo-sequence HLA-A30:02. The binding affinity (normalized) is 0.510. (2) The peptide sequence is YQNELHQAL. The MHC is H-2-Kb with pseudo-sequence H-2-Kb. The binding affinity (normalized) is 0.152. (3) The peptide sequence is MLSSFGWIY. The MHC is HLA-A01:01 with pseudo-sequence HLA-A01:01. The binding affinity (normalized) is 0.542. (4) The peptide sequence is AIDMSHFIK. The MHC is HLA-A03:01 with pseudo-sequence HLA-A03:01. The binding affinity (normalized) is 0.585. (5) The peptide sequence is ILHRLAPWI. The MHC is HLA-B57:01 with pseudo-sequence HLA-B57:01. The binding affinity (normalized) is 0.0847.